From a dataset of Full USPTO retrosynthesis dataset with 1.9M reactions from patents (1976-2016). Predict the reactants needed to synthesize the given product. (1) Given the product [CH2:20]([CH:18]1[CH2:30][CH2:29][N:28]([C:26]([NH:9][CH2:8][C:7]2[CH:10]=[CH:11][C:4]([C:3]#[N:2])=[CH:5][CH:6]=2)=[O:27])[CH2:32][CH2:19]1)[C:34]1[CH:39]=[CH:38][CH:37]=[CH:36][CH:35]=1, predict the reactants needed to synthesize it. The reactants are: Cl.[NH2:2][CH2:3][C:4]1[CH:11]=[CH:10][C:7]([C:8]#[N:9])=[CH:6][CH:5]=1.CCN([CH:18]([CH3:20])[CH3:19])C(C)C.C1N=CN([C:26]([N:28]2[CH:32]=N[CH:30]=[CH:29]2)=[O:27])C=1.C(N1CCCCC1)[C:34]1[CH:39]=[CH:38][CH:37]=[CH:36][CH:35]=1. (2) Given the product [Cl:1][C:2]1[CH:3]=[CH:4][C:5]([C:8]([Cl:13])=[O:10])=[N:6][CH:7]=1, predict the reactants needed to synthesize it. The reactants are: [Cl:1][C:2]1[CH:3]=[CH:4][C:5]([C:8]([OH:10])=O)=[N:6][CH:7]=1.S(Cl)([Cl:13])=O. (3) The reactants are: [CH3:1][O:2][C:3]1[CH:4]=[C:5]2[C:10](=[CH:11][C:12]=1[O:13][CH3:14])[N:9]=[CH:8][CH:7]=[C:6]2[O:15][C:16]1[C:22]([CH3:23])=[CH:21][C:19]([NH2:20])=[C:18]([CH3:24])[CH:17]=1.Cl[C:26](Cl)([O:28][C:29](=[O:35])OC(Cl)(Cl)Cl)Cl.[C:37]1([CH2:43]CO)[CH:42]=[CH:41][CH:40]=[CH:39][CH:38]=1.C(=O)(O)[O-].[Na+]. Given the product [CH3:1][O:2][C:3]1[CH:4]=[C:5]2[C:10](=[CH:11][C:12]=1[O:13][CH3:14])[N:9]=[CH:8][CH:7]=[C:6]2[O:15][C:16]1[C:22]([CH3:23])=[CH:21][C:19]([NH:20][C:29](=[O:35])[O:28][CH2:26][CH2:43][C:37]2[CH:42]=[CH:41][CH:40]=[CH:39][CH:38]=2)=[C:18]([CH3:24])[CH:17]=1, predict the reactants needed to synthesize it. (4) Given the product [CH2:1]([NH:3][S:4]([C:7]1[CH:12]=[CH:11][C:10]([S:31][CH2:30][C:29]2[CH:32]=[CH:33][C:26]([O:25][CH3:24])=[CH:27][CH:28]=2)=[CH:9][CH:8]=1)(=[O:6])=[O:5])[CH3:2], predict the reactants needed to synthesize it. The reactants are: [CH2:1]([NH:3][S:4]([C:7]1[CH:12]=[CH:11][C:10](I)=[CH:9][CH:8]=1)(=[O:6])=[O:5])[CH3:2].C(O)CO.C(=O)([O-])[O-].[K+].[K+].[CH3:24][O:25][C:26]1[CH:33]=[CH:32][C:29]([CH2:30][SH:31])=[CH:28][CH:27]=1. (5) Given the product [F:17][C:18]1[CH:19]=[CH:20][C:21]([C:24]2[O:28][N:27]=[C:26]([CH2:29][N:10]3[CH2:9][C@H:8]([C:11]4[CH:15]=[CH:14][S:13][CH:12]=4)[NH:7][C:6](=[O:16])[C@@H:5]3[CH2:1][CH:2]([CH3:4])[CH3:3])[CH:25]=2)=[CH:22][CH:23]=1, predict the reactants needed to synthesize it. The reactants are: [CH2:1]([C@@H:5]1[NH:10][CH2:9][C@H:8]([C:11]2[CH:15]=[CH:14][S:13][CH:12]=2)[NH:7][C:6]1=[O:16])[CH:2]([CH3:4])[CH3:3].[F:17][C:18]1[CH:23]=[CH:22][C:21]([C:24]2[O:28][N:27]=[C:26]([CH:29]=O)[CH:25]=2)=[CH:20][CH:19]=1.C([C@@H]1N(CC2C=C(C3C=CC=CC=3)ON=2)C[C@H](CC(C)C)NC1=O)C(C)C.